This data is from Catalyst prediction with 721,799 reactions and 888 catalyst types from USPTO. The task is: Predict which catalyst facilitates the given reaction. (1) Reactant: [Li+].C[Si]([N-][Si](C)(C)C)(C)C.[CH3:11][O:12][C:13]([CH:15]1[CH2:19][C:18](=[O:20])[N:17]([C:21]2[C:26]([CH3:27])=[CH:25][CH:24]=[CH:23][C:22]=2[CH3:28])[CH2:16]1)=[O:14].I[CH:30]1[CH2:34][CH2:33][CH2:32][CH2:31]1.[NH4+].[Cl-]. The catalyst class is: 1. Product: [CH3:11][O:12][C:13]([C:15]1([CH:30]2[CH2:34][CH2:33][CH2:32][CH2:31]2)[CH2:19][C:18](=[O:20])[N:17]([C:21]2[C:26]([CH3:27])=[CH:25][CH:24]=[CH:23][C:22]=2[CH3:28])[CH2:16]1)=[O:14]. (2) Reactant: [NH2:1][C:2]1[CH:3]=[CH:4][C:5]([CH3:35])=[C:6]([C:8]2[C:9]3[CH:16]=[C:15]([CH2:17][O:18][C:19]4[CH:24]=[CH:23][C:22]([C@@H:25]([C:32]#[C:33][CH3:34])[CH2:26][C:27]([O:29][CH2:30][CH3:31])=[O:28])=[CH:21][CH:20]=4)[CH:14]=[CH:13][C:10]=3[S:11][CH:12]=2)[CH:7]=1.N1C=CC=CC=1.[CH3:42][S:43](Cl)(=[O:45])=[O:44].O. Product: [CH3:35][C:5]1[CH:4]=[CH:3][C:2]([NH:1][S:43]([CH3:42])(=[O:45])=[O:44])=[CH:7][C:6]=1[C:8]1[C:9]2[CH:16]=[C:15]([CH2:17][O:18][C:19]3[CH:24]=[CH:23][C:22]([C@@H:25]([C:32]#[C:33][CH3:34])[CH2:26][C:27]([O:29][CH2:30][CH3:31])=[O:28])=[CH:21][CH:20]=3)[CH:14]=[CH:13][C:10]=2[S:11][CH:12]=1. The catalyst class is: 2. (3) Reactant: [CH3:1][N:2]1[C:6]2=[CH:7][CH:8]=[C:9]3[C:14]([N:13]=[C:12]([C:15]4[CH:21]=[CH:20][C:18]([NH2:19])=[CH:17][CH:16]=4)[N:11]=[C:10]3[N:22]3[CH2:27][CH2:26][O:25][CH2:24][CH2:23]3)=[C:5]2[CH:4]=[CH:3]1.CCN(CC)CC.[CH3:35][S:36](Cl)(=[O:38])=[O:37]. Product: [CH3:1][N:2]1[C:6]2=[CH:7][CH:8]=[C:9]3[C:14]([N:13]=[C:12]([C:15]4[CH:16]=[CH:17][C:18]([NH:19][S:36]([CH3:35])(=[O:38])=[O:37])=[CH:20][CH:21]=4)[N:11]=[C:10]3[N:22]3[CH2:27][CH2:26][O:25][CH2:24][CH2:23]3)=[C:5]2[CH:4]=[CH:3]1. The catalyst class is: 2. (4) Reactant: Cl.[CH3:2][C@@:3]1([C:8]([OH:10])=[O:9])[CH2:7][CH2:6][CH2:5][NH:4]1. Product: [CH2:2]([O:9][C:8]([C@:3]1([CH3:2])[CH2:7][CH2:6][CH2:5][NH:4]1)=[O:10])[CH2:3][CH2:7][CH3:6]. The catalyst class is: 51. (5) Reactant: [CH:1]([C:3]1[CH:12]=[CH:11][CH:10]=[CH:9][C:4]=1[C:5]([O:7][CH3:8])=[O:6])=O.Cl.[NH2:14][OH:15].O.C(OCC)(=O)C. Product: [OH:15][N:14]=[CH:1][C:3]1[CH:12]=[CH:11][CH:10]=[CH:9][C:4]=1[C:5]([O:7][CH3:8])=[O:6]. The catalyst class is: 5. (6) Reactant: C1(P(C2C=CC=CC=2)C2C=CC=CC=2)C=CC=CC=1.[Br:20]Br.[Cl:22][C:23]1[CH:24]=[C:25]([CH:29]=[C:30]([CH2:32]O)[CH:31]=1)[C:26]([NH2:28])=[O:27]. Product: [Br:20][CH2:32][C:30]1[CH:29]=[C:25]([CH:24]=[C:23]([Cl:22])[CH:31]=1)[C:26]([NH2:28])=[O:27]. The catalyst class is: 10. (7) Reactant: [F:1][C:2]1[C:18]([F:19])=[CH:17][C:5]2[N:6]([CH3:16])[C:7]([S:9][CH2:10][C:11]([O:13]CC)=[O:12])=[N:8][C:4]=2[CH:3]=1.[OH-].[K+].[ClH:22]. Product: [Cl-:22].[C:11]([CH2:10][S:9][C:7]1[N:6]([CH3:16])[C:5]2[CH:17]=[C:18]([F:19])[C:2]([F:1])=[CH:3][C:4]=2[NH+:8]=1)([OH:13])=[O:12]. The catalyst class is: 200.